Task: Regression. Given a peptide amino acid sequence and an MHC pseudo amino acid sequence, predict their binding affinity value. This is MHC class II binding data.. Dataset: Peptide-MHC class II binding affinity with 134,281 pairs from IEDB (1) The peptide sequence is QFKRASPILRFLYAN. The MHC is DRB1_0404 with pseudo-sequence DRB1_0404. The binding affinity (normalized) is 0.776. (2) The peptide sequence is GELQIVDYIDAAFKI. The MHC is DRB1_1302 with pseudo-sequence DRB1_1302. The binding affinity (normalized) is 0.832. (3) The peptide sequence is YEAFVLHFSEALRII. The MHC is DRB5_0101 with pseudo-sequence DRB5_0101. The binding affinity (normalized) is 0.800. (4) The peptide sequence is ELYYAIYKASPTLAF. The MHC is DRB1_1201 with pseudo-sequence DRB1_1201. The binding affinity (normalized) is 0.709. (5) The peptide sequence is GQFRVIGPRHPIRAL. The MHC is DRB3_0101 with pseudo-sequence DRB3_0101. The binding affinity (normalized) is 0.497.